Dataset: Forward reaction prediction with 1.9M reactions from USPTO patents (1976-2016). Task: Predict the product of the given reaction. Given the reactants [CH2:1]([O:8][C:9]1[CH:14]=[C:13]([N:15]([CH2:21][CH2:22][CH2:23][CH3:24])[CH2:16][CH2:17][CH2:18][CH2:19][OH:20])[CH:12]=[CH:11][C:10]=1[CH:25]=[CH:26][C:27]1[S:31][C:30]([CH:32]=O)=[CH:29][CH:28]=1)[C:2]1[CH:7]=[CH:6][CH:5]=[CH:4][CH:3]=1.[C:34]([C:36]1[C:37](=[C:44]([C:47]#[N:48])[C:45]#[N:46])[O:38][C:39]([CH3:43])([CH3:42])[C:40]=1[CH3:41])#[N:35].C([O-])(=O)C.[NH4+], predict the reaction product. The product is: [CH2:1]([O:8][C:9]1[CH:14]=[C:13]([N:15]([CH2:21][CH2:22][CH2:23][CH3:24])[CH2:16][CH2:17][CH2:18][CH2:19][OH:20])[CH:12]=[CH:11][C:10]=1[CH:25]=[CH:26][C:27]1[S:31][C:30]([CH:32]=[CH:41][C:40]2[C:39]([CH3:42])([CH3:43])[O:38][C:37](=[C:44]([C:45]#[N:46])[C:47]#[N:48])[C:36]=2[C:34]#[N:35])=[CH:29][CH:28]=1)[C:2]1[CH:3]=[CH:4][CH:5]=[CH:6][CH:7]=1.